Dataset: Full USPTO retrosynthesis dataset with 1.9M reactions from patents (1976-2016). Task: Predict the reactants needed to synthesize the given product. (1) Given the product [C:1]([C:5]([C:8]([C:11]([O:14][CH2:15][C:16]([C:19]([O-:21])=[O:20])([F:18])[F:17])([F:12])[F:13])([F:10])[F:9])([F:7])[F:6])([F:4])([F:3])[F:2].[NH4+:22], predict the reactants needed to synthesize it. The reactants are: [C:1]([C:5]([C:8]([C:11]([O:14][CH2:15][C:16]([C:19]([OH:21])=[O:20])([F:18])[F:17])([F:13])[F:12])([F:10])[F:9])([F:7])[F:6])([F:4])([F:3])[F:2].[NH3:22].[OH-].[Na+]. (2) The reactants are: [C:1]([O:5][C:6]([N:8]1[C:16]2[C:11](=[CH:12][C:13]([C:17](C)(C)[O:18][SiH2]C(C)C)=[CH:14][CH:15]=2)[CH:10]=[C:9]1[C:25]1[C:33]2[C:28](=[CH:29][C:30]([Cl:34])=[CH:31][CH:32]=2)[NH:27][N:26]=1)=[O:7])([CH3:4])([CH3:3])[CH3:2].C(C1C=C2C(=CC=1)N(C(OC(C)(C)C)=O)C(C1C3C(=CC=CC=3)NN=1)=C2)=[O:36].CC(=CC)C.OP([O-])(O)=O.[Na+].Cl([O-])=O.[Na+]. Given the product [C:1]([O:5][C:6]([N:8]1[C:16]2[C:11](=[CH:12][C:13]([C:17]([OH:36])=[O:18])=[CH:14][CH:15]=2)[CH:10]=[C:9]1[C:25]1[C:33]2[C:28](=[CH:29][C:30]([Cl:34])=[CH:31][CH:32]=2)[NH:27][N:26]=1)=[O:7])([CH3:3])([CH3:2])[CH3:4], predict the reactants needed to synthesize it. (3) Given the product [N:22]1([C:19]2[CH:20]=[CH:21][C:16]([CH2:15][N:8]3[C:9]4[CH:10]=[CH:11][CH:12]=[CH:13][C:14]=4[C:5]4=[N:4][N:3]([C:27]5[CH:34]=[CH:33][CH:32]=[CH:31][C:28]=5[CH2:29][N:35]5[CH2:39][CH2:38][CH2:37][CH2:36]5)[C:2](=[O:1])[C:6]4=[CH:7]3)=[CH:17][CH:18]=2)[CH:26]=[CH:25][CH:24]=[N:23]1, predict the reactants needed to synthesize it. The reactants are: [O:1]=[C:2]1[C:6]2=[CH:7][N:8]([CH2:15][C:16]3[CH:21]=[CH:20][C:19]([N:22]4[CH:26]=[CH:25][CH:24]=[N:23]4)=[CH:18][CH:17]=3)[C:9]3[CH:10]=[CH:11][CH:12]=[CH:13][C:14]=3[C:5]2=[N:4][N:3]1[C:27]1[CH:34]=[CH:33][CH:32]=[CH:31][C:28]=1[CH:29]=O.[NH:35]1[CH2:39][CH2:38][CH2:37][CH2:36]1.C(O)(=O)C.C(O[BH-](OC(=O)C)OC(=O)C)(=O)C.[Na+].C(=O)(O)[O-].[Na+]. (4) Given the product [F:10][C:11]1[CH:20]=[C:19]2[C:14]([CH2:15][CH2:16][C:17](=[O:22])[N:18]2[CH3:21])=[CH:13][C:12]=1[C:2]1[CH:7]=[N:6][CH:5]=[C:4]([CH2:8][OH:9])[CH:3]=1, predict the reactants needed to synthesize it. The reactants are: Br[C:2]1[CH:3]=[C:4]([CH2:8][OH:9])[CH:5]=[N:6][CH:7]=1.[F:10][C:11]1[CH:20]=[C:19]2[C:14]([CH2:15][CH2:16][C:17](=[O:22])[N:18]2[CH3:21])=[CH:13][C:12]=1B1OC(C)(C)C(C)(C)O1.